Dataset: Peptide-MHC class II binding affinity with 134,281 pairs from IEDB. Task: Regression. Given a peptide amino acid sequence and an MHC pseudo amino acid sequence, predict their binding affinity value. This is MHC class II binding data. (1) The binding affinity (normalized) is 0.752. The MHC is HLA-DQA10501-DQB10201 with pseudo-sequence HLA-DQA10501-DQB10201. The peptide sequence is AFILDGDNLFPNV. (2) The peptide sequence is GPNELGRFKHTDACCRTH. The MHC is DRB1_1501 with pseudo-sequence DRB1_1501. The binding affinity (normalized) is 0.204.